From a dataset of Reaction yield outcomes from USPTO patents with 853,638 reactions. Predict the reaction yield, written as a fraction of the theoretical maximum amount of product (1.0 means a 100% yield; for example, 0.34 means a 34% yield). (1) The reactants are [CH3:1][C:2]1[C:6]([C:7]([O:9][CH2:10][CH3:11])=[O:8])=[CH:5][NH:4][N:3]=1.Cl[C:13]1[CH:18]=[CH:17][CH:16]=[CH:15][N:14]=1.[H-].[Na+].CN(C)C=O. The catalyst is O. The product is [CH3:1][C:2]1[C:6]([C:7]([O:9][CH2:10][CH3:11])=[O:8])=[CH:5][N:4]([C:13]2[CH:18]=[CH:17][CH:16]=[CH:15][N:14]=2)[N:3]=1. The yield is 0.730. (2) The catalyst is C1COCC1.CO. The reactants are [CH2:1]([C@@H:8]1[N:14]([C:15]([CH:17]2[CH2:22][CH2:21][O:20][CH2:19][CH2:18]2)=[O:16])[CH2:13][C:12]2[CH:23]=[CH:24][C:25]([C:27]([O:29]C)=O)=[CH:26][C:11]=2[O:10][CH2:9]1)[C:2]1[CH:7]=[CH:6][CH:5]=[CH:4][CH:3]=1.[NH2:31][OH:32].[OH-].[Na+]. The yield is 0.260. The product is [CH2:1]([C@@H:8]1[N:14]([C:15]([CH:17]2[CH2:22][CH2:21][O:20][CH2:19][CH2:18]2)=[O:16])[CH2:13][C:12]2[CH:23]=[CH:24][C:25]([C:27]([NH:31][OH:32])=[O:29])=[CH:26][C:11]=2[O:10][CH2:9]1)[C:2]1[CH:7]=[CH:6][CH:5]=[CH:4][CH:3]=1. (3) The reactants are S(Cl)([Cl:3])=O.[CH3:5][O:6][N:7]=[C:8]([C:17]1[O:21][N:20]=[C:19]([CH3:22])[CH:18]=1)[C:9]1[CH:14]=[CH:13][CH:12]=[CH:11][C:10]=1[CH2:15]O. The product is [CH3:5][O:6][N:7]=[C:8]([C:17]1[O:21][N:20]=[C:19]([CH3:22])[CH:18]=1)[C:9]1[CH:14]=[CH:13][CH:12]=[CH:11][C:10]=1[CH2:15][Cl:3]. The catalyst is C1C=CC=CC=1. The yield is 0.393. (4) The reactants are [NH:1]=[C:2]([C:4]1[CH:9]=[C:8]([N+:10]([O-:12])=[O:11])[CH:7]=[CH:6][C:5]=1[OH:13])[CH3:3].ClN1C(=O)CCC1=O.C([O-])([O-])=O.[K+].[K+]. The catalyst is C1COCC1. The product is [CH3:3][C:2]1[C:4]2[CH:9]=[C:8]([N+:10]([O-:12])=[O:11])[CH:7]=[CH:6][C:5]=2[O:13][N:1]=1. The yield is 0.960. (5) The reactants are Br[C:2]1[CH:3]=[C:4]2[C:8](=[C:9]([C:11]([NH2:13])=[O:12])[CH:10]=1)[NH:7][N:6]=[C:5]2[CH:14]1[CH2:19][CH2:18][N:17]([S:20]([CH2:23][CH2:24][CH2:25][N:26]2[CH2:30][CH2:29][CH2:28][CH2:27]2)(=[O:22])=[O:21])[CH2:16][CH2:15]1.[CH3:31][S:32]([NH:35][C:36]1[CH:37]=[C:38](B(O)O)[CH:39]=[CH:40][CH:41]=1)(=[O:34])=[O:33].C(=O)([O-])[O-].[K+].[K+]. The catalyst is O1CCOCC1.O.C1C=CC([P]([Pd]([P](C2C=CC=CC=2)(C2C=CC=CC=2)C2C=CC=CC=2)([P](C2C=CC=CC=2)(C2C=CC=CC=2)C2C=CC=CC=2)[P](C2C=CC=CC=2)(C2C=CC=CC=2)C2C=CC=CC=2)(C2C=CC=CC=2)C2C=CC=CC=2)=CC=1. The product is [CH3:31][S:32]([NH:35][C:36]1[CH:37]=[C:38]([C:2]2[CH:3]=[C:4]3[C:8](=[C:9]([C:11]([NH2:13])=[O:12])[CH:10]=2)[NH:7][N:6]=[C:5]3[CH:14]2[CH2:19][CH2:18][N:17]([S:20]([CH2:23][CH2:24][CH2:25][N:26]3[CH2:27][CH2:28][CH2:29][CH2:30]3)(=[O:22])=[O:21])[CH2:16][CH2:15]2)[CH:39]=[CH:40][CH:41]=1)(=[O:34])=[O:33]. The yield is 0.180. (6) The reactants are [CH3:1][O:2][C:3]1[CH:4]=[C:5]2[C:10](=[CH:11][C:12]=1[O:13][CH3:14])[N:9]=[CH:8][CH:7]=[C:6]2[O:15][C:16]1[C:25]([F:26])=[CH:24][C:19]2[N:20]=[C:21]([NH2:23])[S:22][C:18]=2[CH:17]=1.CCN(CC)CC.[C:34]1([CH2:40][C:41](Cl)=[O:42])[CH:39]=[CH:38][CH:37]=[CH:36][CH:35]=1.C1COCC1. The catalyst is C(C#N)(C)=O. The product is [CH3:1][O:2][C:3]1[CH:4]=[C:5]2[C:10](=[CH:11][C:12]=1[O:13][CH3:14])[N:9]=[CH:8][CH:7]=[C:6]2[O:15][C:16]1[C:25]([F:26])=[CH:24][C:19]2[N:20]=[C:21]([NH:23][C:41](=[O:42])[CH2:40][C:34]3[CH:39]=[CH:38][CH:37]=[CH:36][CH:35]=3)[S:22][C:18]=2[CH:17]=1. The yield is 0.590. (7) The reactants are [CH3:1][C:2]1([C:7]2[CH:12]=[CH:11][C:10]([C:13]3[N:33](COCC[Si](C)(C)C)[C:16]4=[N:17][CH:18]=[C:19]([N:21]([CH2:29][C:30](=O)[CH3:31])C(=O)OC(C)(C)C)[N:20]=[C:15]4[CH:14]=3)=[CH:9][CH:8]=2)OCC[O:3]1.C(O)(C(F)(F)F)=O.C(OC(C(F)(F)F)=O)(C(F)(F)F)=O. No catalyst specified. The product is [CH3:31][C:30]1[N:20]2[C:15]3[CH:14]=[C:13]([C:10]4[CH:9]=[CH:8][C:7]([C:2](=[O:3])[CH3:1])=[CH:12][CH:11]=4)[NH:33][C:16]=3[N:17]=[CH:18][C:19]2=[N:21][CH:29]=1. The yield is 0.570. (8) The reactants are [CH:1]1([N:4]2[CH2:9][C:8]3([CH2:14][CH2:13][N:12]([S:15]([C:18]4[CH:23]=[CH:22][C:21](B5OC(C)(C)C(C)(C)O5)=[CH:20][CH:19]=4)(=[O:17])=[O:16])[CH2:11][CH2:10]3)[O:7][CH2:6][C:5]2=[O:33])[CH2:3][CH2:2]1.Br[C:35]1[CH:44]=[C:43]2[C:38]([CH:39]=[C:40]([NH:45][S:46]([CH3:49])(=[O:48])=[O:47])[CH:41]=[N:42]2)=[CH:37][CH:36]=1.C(=O)([O-])[O-].[K+].[K+]. The catalyst is O1CCOCC1.O.C1C=CC([P]([Pd]([P](C2C=CC=CC=2)(C2C=CC=CC=2)C2C=CC=CC=2)([P](C2C=CC=CC=2)(C2C=CC=CC=2)C2C=CC=CC=2)[P](C2C=CC=CC=2)(C2C=CC=CC=2)C2C=CC=CC=2)(C2C=CC=CC=2)C2C=CC=CC=2)=CC=1. The product is [CH:1]1([N:4]2[CH2:9][C:8]3([CH2:14][CH2:13][N:12]([S:15]([C:18]4[CH:19]=[CH:20][C:21]([C:35]5[CH:44]=[C:43]6[C:38]([CH:39]=[C:40]([NH:45][S:46]([CH3:49])(=[O:48])=[O:47])[CH:41]=[N:42]6)=[CH:37][CH:36]=5)=[CH:22][CH:23]=4)(=[O:16])=[O:17])[CH2:11][CH2:10]3)[O:7][CH2:6][C:5]2=[O:33])[CH2:2][CH2:3]1. The yield is 0.590. (9) The reactants are [Cl:1][CH:2]([O:6][C:7]([NH:9][CH2:10][C:11]1([CH2:17][C:18]([OH:20])=[O:19])[CH2:16][CH2:15][CH2:14][CH2:13][CH2:12]1)=[O:8])[CH:3]([CH3:5])[CH3:4].[CH:21]1C=CC=CC=1.C[Si](C=[N+]=[N-])(C)C. The catalyst is CO. The product is [Cl:1][CH:2]([O:6][C:7]([NH:9][CH2:10][C:11]1([CH2:17][C:18]([O:20][CH3:21])=[O:19])[CH2:12][CH2:13][CH2:14][CH2:15][CH2:16]1)=[O:8])[CH:3]([CH3:4])[CH3:5]. The yield is 0.720. (10) The reactants are [CH:1]1([NH:4][C:5]([NH:7][C:8]2[CH:13]=[CH:12][C:11]([O:14][C:15]3[CH:20]=[CH:19][N:18]=[C:17]4[CH:21]=[C:22]([C:24]5[N:25]=[CH:26][N:27]([CH2:29][CH:30](OCC)[O:31]CC)[CH:28]=5)[S:23][C:16]=34)=[C:10]([F:37])[CH:9]=2)=[O:6])[CH2:3][CH2:2]1.Cl. The catalyst is CC(O)=O.O. The product is [CH:1]1([NH:4][C:5]([NH:7][C:8]2[CH:13]=[CH:12][C:11]([O:14][C:15]3[CH:20]=[CH:19][N:18]=[C:17]4[CH:21]=[C:22]([C:24]5[N:25]=[CH:26][N:27]([CH2:29][CH:30]=[O:31])[CH:28]=5)[S:23][C:16]=34)=[C:10]([F:37])[CH:9]=2)=[O:6])[CH2:2][CH2:3]1. The yield is 0.470.